The task is: Predict the reactants needed to synthesize the given product.. This data is from Retrosynthesis with 50K atom-mapped reactions and 10 reaction types from USPTO. (1) The reactants are: Nc1cc(Cl)c(S(N)(=O)=O)cc1N.O=C(O)C(Cl)Cl. Given the product NS(=O)(=O)c1cc2[nH]c(C(Cl)Cl)nc2cc1Cl, predict the reactants needed to synthesize it. (2) Given the product CCCOc1cc(NC(=O)OC(C)(C)C)c(NC(=O)CC(=O)c2cccc(-c3cc(C)nc(C)c3)c2)cc1C(F)(F)F, predict the reactants needed to synthesize it. The reactants are: CCCOc1cc(NC(=O)OC(C)(C)C)c(N)cc1C(F)(F)F.Cc1cc(-c2cccc(C(=O)CC(=O)OC(C)(C)C)c2)cc(C)n1. (3) Given the product COc1ccc(CN(c2nccs2)S(=O)(=O)c2ccc3c(-c4ccc(C(F)(F)F)cc4F)nccc3c2)c(OC)c1, predict the reactants needed to synthesize it. The reactants are: COc1ccc(CN(c2nccs2)S(=O)(=O)c2ccc3c(Cl)nccc3c2)c(OC)c1.OB(O)c1ccc(C(F)(F)F)cc1F.